Dataset: Reaction yield outcomes from USPTO patents with 853,638 reactions. Task: Predict the reaction yield, written as a fraction of the theoretical maximum amount of product (1.0 means a 100% yield; for example, 0.34 means a 34% yield). (1) The reactants are [NH2:1][C:2]1[C:3]([CH3:13])=[C:4]([CH:9]=[C:10]([Cl:12])[CH:11]=1)[C:5]([O:7][CH3:8])=[O:6].[C:14]1(=O)[CH2:17][CH2:16][CH2:15]1.C(O)(=O)C.C(O[BH-](OC(=O)C)OC(=O)C)(=O)C.[Na+]. The catalyst is ClC(Cl)C. The product is [Cl:12][C:10]1[CH:11]=[C:2]([NH:1][CH:14]2[CH2:17][CH2:16][CH2:15]2)[C:3]([CH3:13])=[C:4]([CH:9]=1)[C:5]([O:7][CH3:8])=[O:6]. The yield is 0.560. (2) The reactants are Br[C:2]1[CH:7]=[CH:6][C:5]2[O:8][CH2:9][O:10][C:4]=2[CH:3]=1.C([Li])CCC.[I:16]I. The catalyst is C1COCC1. The product is [I:16][C:2]1[CH:7]=[CH:6][C:5]2[O:8][CH2:9][O:10][C:4]=2[CH:3]=1. The yield is 0.740. (3) The reactants are [NH2:1][C:2]1[CH:7]=[CH:6][CH:5]=[CH:4][CH:3]=1.Cl.[N:9]12[CH2:16][CH2:15][CH:12]([CH2:13][CH2:14]1)[C:11](=O)[CH2:10]2.[BH-](OC(C)=O)(OC(C)=O)OC(C)=O.[Na+]. The catalyst is ClC(Cl)C. The product is [C:2]1([NH:1][CH:11]2[CH:12]3[CH2:15][CH2:16][N:9]([CH2:14][CH2:13]3)[CH2:10]2)[CH:7]=[CH:6][CH:5]=[CH:4][CH:3]=1. The yield is 0.300. (4) The reactants are [F:1][C:2]1[CH:3]=[C:4]([NH:9][C:10]2[O:14][C:13]([C:15]3[NH:19][C:18]4[CH:20]=[CH:21][C:22]([C@H:24]5[CH2:29][CH2:28][C@H:27]([CH2:30][C:31]([O:33]C)=[O:32])[CH2:26][CH2:25]5)=[CH:23][C:17]=4[N:16]=3)=[N:12][N:11]=2)[CH:5]=[CH:6][C:7]=1[F:8].O.[OH-].[Li+].O.CO. The catalyst is C1COCC1. The product is [F:1][C:2]1[CH:3]=[C:4]([NH:9][C:10]2[O:14][C:13]([C:15]3[NH:19][C:18]4[CH:20]=[CH:21][C:22]([C@H:24]5[CH2:25][CH2:26][C@H:27]([CH2:30][C:31]([OH:33])=[O:32])[CH2:28][CH2:29]5)=[CH:23][C:17]=4[N:16]=3)=[N:12][N:11]=2)[CH:5]=[CH:6][C:7]=1[F:8]. The yield is 0.410. (5) The reactants are [N:1]([O-])=O.[Na+].[F:5][C:6]1[CH:11]=[CH:10][C:9]([S:12][C:13]2[CH:19]=[CH:18][C:16]([NH2:17])=[CH:15][CH:14]=2)=[CH:8][CH:7]=1.O.O.[Sn](Cl)[Cl:23]. The catalyst is O.Cl. The product is [ClH:23].[F:5][C:6]1[CH:11]=[CH:10][C:9]([S:12][C:13]2[CH:19]=[CH:18][C:16]([NH:17][NH2:1])=[CH:15][CH:14]=2)=[CH:8][CH:7]=1. The yield is 1.00. (6) The reactants are [C:1]([O:5][C:6]([N:8]1[CH2:13][CH2:12][C:11](=[CH:14][C:15](OC)=[O:16])[C:10]([CH3:20])([CH3:19])[CH2:9]1)=[O:7])([CH3:4])([CH3:3])[CH3:2].[H-].C([Al+]CC(C)C)C(C)C.C1(C)C=CC=CC=1.C(O)C. The catalyst is O1CCCC1. The product is [C:1]([O:5][C:6]([N:8]1[CH2:13][CH2:12][C:11](=[CH:14][CH2:15][OH:16])[C:10]([CH3:20])([CH3:19])[CH2:9]1)=[O:7])([CH3:4])([CH3:3])[CH3:2]. The yield is 0.586. (7) The reactants are [CH3:1][C:2]1[O:6][C:5]([CH:7]([NH2:13])[C:8]2([CH3:12])[CH2:11][O:10][CH2:9]2)=[CH:4][CH:3]=1.C([O:16][C:17]1[C:18](=[O:38])[C:19](=O)[C:20]=1[NH:21][C:22]1[CH:27]=[CH:26][CH:25]=[C:24]([C:28]([N:30]2[CH2:34][CH2:33][C@@H:32]([OH:35])[CH2:31]2)=[O:29])[C:23]=1[OH:36])C. The catalyst is CO. The product is [OH:36][C:23]1[C:24]([C:28]([N:30]2[CH2:34][CH2:33][C@@H:32]([OH:35])[CH2:31]2)=[O:29])=[CH:25][CH:26]=[CH:27][C:22]=1[NH:21][C:20]1[C:17](=[O:16])[C:18](=[O:38])[C:19]=1[NH:13][CH:7]([C:5]1[O:6][C:2]([CH3:1])=[CH:3][CH:4]=1)[C:8]1([CH3:12])[CH2:9][O:10][CH2:11]1. The yield is 0.720.